Task: Predict the reaction yield, written as a fraction of the theoretical maximum amount of product (1.0 means a 100% yield; for example, 0.34 means a 34% yield).. Dataset: Reaction yield outcomes from USPTO patents with 853,638 reactions (1) The reactants are [CH3:1][C:2]1[C:6]([C:7]2[CH:15]=[C:14]([C:16]([F:19])([F:18])[F:17])[CH:13]=[C:12]3[C:8]=2[CH:9]=[N:10][N:11]3C2CCCCO2)=[C:5]([C:26](OCC)=[O:27])[N:4]([CH2:31][C:32]2[CH:33]=[N:34][N:35]([CH3:37])[CH:36]=2)[N:3]=1.[H-].[Al+3].[Li+].[H-].[H-].[H-]. The catalyst is C1COCC1.CCOCC. The product is [CH3:1][C:2]1[C:6]([C:7]2[CH:15]=[C:14]([C:16]([F:17])([F:19])[F:18])[CH:13]=[C:12]3[C:8]=2[CH:9]=[N:10][NH:11]3)=[C:5]([CH2:26][OH:27])[N:4]([CH2:31][C:32]2[CH:33]=[N:34][N:35]([CH3:37])[CH:36]=2)[N:3]=1. The yield is 0.316. (2) The reactants are N[C:2]1[C:7]([CH3:8])=[CH:6][C:5]([Br:9])=[CH:4][N:3]=1.N([O-])=[O:11].[Na+]. The catalyst is OS(O)(=O)=O.O. The product is [Br:9][C:5]1[CH:6]=[C:7]([CH3:8])[C:2]([OH:11])=[N:3][CH:4]=1. The yield is 0.840.